Predict which catalyst facilitates the given reaction. From a dataset of Catalyst prediction with 721,799 reactions and 888 catalyst types from USPTO. (1) Reactant: [N+:1]([C:4]1[CH:12]=[CH:11][C:10]2[NH:9][C:8]3[CH2:13][CH2:14][N:15]([C:18]([O:20][C:21]([CH3:24])([CH3:23])[CH3:22])=[O:19])[CH2:16][CH2:17][C:7]=3[C:6]=2[CH:5]=1)([O-])=O.[Cl-].[Ca+2].[Cl-]. Product: [NH2:1][C:4]1[CH:12]=[CH:11][C:10]2[NH:9][C:8]3[CH2:13][CH2:14][N:15]([C:18]([O:20][C:21]([CH3:24])([CH3:23])[CH3:22])=[O:19])[CH2:16][CH2:17][C:7]=3[C:6]=2[CH:5]=1. The catalyst class is: 490. (2) The catalyst class is: 6. Reactant: C(=O)([O-])[O-].[NH4+:5].[NH4+].O.[C:8]([O-:15])(=[O:14])[CH2:9][CH2:10][C:11]([O-:13])=[O:12].[Ca+2]. Product: [C:8]([O-:15])(=[O:14])[CH2:9][CH2:10][C:11]([O-:13])=[O:12].[NH4+:5].[NH4+:5]. (3) Reactant: Cl.[Cl:2][C:3]1[CH:8]=[CH:7][N:6]=[C:5]([C:9]([O:11]C)=O)[CH:4]=1.[NH2:13][CH2:14][CH2:15][N:16]1[CH2:21][CH2:20][O:19][CH2:18][CH2:17]1.O. Product: [Cl:2][C:3]1[CH:8]=[CH:7][N:6]=[C:5]([C:9](=[O:11])[NH:13][CH2:14][CH2:15][N:16]2[CH2:21][CH2:20][O:19][CH2:18][CH2:17]2)[CH:4]=1. The catalyst class is: 1. (4) Reactant: [CH:1]([N:4]1[CH2:9][CH2:8][N:7]([C:10]([CH:12]2[CH2:17][CH2:16][N:15](C(OC(C)(C)C)=O)[CH2:14][CH2:13]2)=[O:11])[C@@H:6]([CH3:25])[CH2:5]1)([CH3:3])[CH3:2].[ClH:26]. Product: [ClH:26].[ClH:26].[CH:1]([N:4]1[CH2:9][CH2:8][N:7]([C:10]([CH:12]2[CH2:13][CH2:14][NH:15][CH2:16][CH2:17]2)=[O:11])[C@@H:6]([CH3:25])[CH2:5]1)([CH3:3])[CH3:2]. The catalyst class is: 5. (5) Reactant: [Br:1][C:2]1[CH:7]=[CH:6][C:5]([CH2:8][CH2:9][CH2:10][C:11]([CH3:14])(O)[CH3:12])=[C:4]([O:15][CH3:16])[CH:3]=1.S(=O)(=O)(O)O. Product: [Br:1][C:2]1[CH:7]=[C:6]2[C:5]([CH2:8][CH2:9][CH2:10][C:11]2([CH3:14])[CH3:12])=[C:4]([O:15][CH3:16])[CH:3]=1. The catalyst class is: 6.